This data is from Reaction yield outcomes from USPTO patents with 853,638 reactions. The task is: Predict the reaction yield, written as a fraction of the theoretical maximum amount of product (1.0 means a 100% yield; for example, 0.34 means a 34% yield). (1) The reactants are [N+:1]([C:4]1[CH:12]=[C:11]2[C:7]([C:8]([C:13]#[N:14])=[CH:9][NH:10]2)=[CH:6][CH:5]=1)([O-])=O. The catalyst is CCO.[Pd]. The product is [NH2:1][C:4]1[CH:12]=[C:11]2[C:7]([C:8]([C:13]#[N:14])=[CH:9][NH:10]2)=[CH:6][CH:5]=1. The yield is 0.990. (2) The reactants are [CH3:1][C:2]1[CH2:6][N:5]([C:7]([O:9][C:10]([CH3:13])([CH3:12])[CH3:11])=[O:8])[C@H:4]([C:14]2[NH:15][C:16]([C:19]3[CH:24]=[CH:23][C:22]([C:25]#[C:26][Si](C)(C)C)=[CH:21][CH:20]=3)=[CH:17][N:18]=2)[CH:3]=1.C([O-])([O-])=O.[K+].[K+]. The catalyst is C1COCC1.CO. The product is [C:25]([C:22]1[CH:21]=[CH:20][C:19]([C:16]2[NH:15][C:14]([C@@H:4]3[CH:3]=[C:2]([CH3:1])[CH2:6][N:5]3[C:7]([O:9][C:10]([CH3:13])([CH3:12])[CH3:11])=[O:8])=[N:18][CH:17]=2)=[CH:24][CH:23]=1)#[CH:26]. The yield is 0.800. (3) The reactants are NC1[C:11](=[O:12])[C:10]2[C:5](=[CH:6][C:7]([Cl:13])=[CH:8][CH:9]=2)[N:4]([C:14]2[CH:19]=[CH:18][CH:17]=[CH:16][C:15]=2[Cl:20])[C:3]=1[CH3:21].[O:22]1[CH2:27][CH2:26][N:25]([C:28]2[CH:36]=[CH:35][C:31]([C:32]([OH:34])=O)=[CH:30]N=2)[CH2:24][CH2:23]1.[CH2:37](Cl)Cl.[CH:40]([N:43](CC)C(C)C)(C)C. The catalyst is C(OCC)(=O)C. The product is [Cl:13][C:7]1[CH:6]=[C:5]2[C:10]([C:11](=[O:12])[C:21]([CH2:40][NH:43][C:32](=[O:34])[C:31]3[CH:35]=[CH:36][C:28]([N:25]4[CH2:24][CH2:23][O:22][CH2:27][CH2:26]4)=[CH:37][CH:30]=3)=[CH:3][N:4]2[C:14]2[CH:19]=[CH:18][CH:17]=[CH:16][C:15]=2[Cl:20])=[CH:9][CH:8]=1. The yield is 0.570. (4) The reactants are [F:1][C:2]([F:7])([F:6])[C:3]([OH:5])=[O:4].Br[C:9]1[CH:10]=[C:11]2[CH:29]=[C:27]([CH:28]=1)[NH:26][C:25]1=[N:30][C:21](=[C:22]([Cl:31])[CH:23]=[N:24]1)[NH:20][C:19]1=[CH:32][C:15](=[CH:16][CH:17]=[CH:18]1)[O:14][CH2:13][CH2:12]2.CC1(C)C(C)(C)OB([C:41]2[CH:46]=[CH:45][N:44]=[C:43]([N:47]3[CH2:52][CH2:51][N:50](C(OC(C)(C)C)=O)[CH2:49][CH2:48]3)[CH:42]=2)O1.C(=O)([O-])[O-].[Na+].[Na+]. The catalyst is C1(C)C=CC=CC=1.C(O)C.C1C=CC([P]([Pd]([P](C2C=CC=CC=2)(C2C=CC=CC=2)C2C=CC=CC=2)([P](C2C=CC=CC=2)(C2C=CC=CC=2)C2C=CC=CC=2)[P](C2C=CC=CC=2)(C2C=CC=CC=2)C2C=CC=CC=2)(C2C=CC=CC=2)C2C=CC=CC=2)=CC=1. The product is [F:1][C:2]([F:7])([F:6])[C:3]([OH:5])=[O:4].[F:1][C:2]([F:7])([F:6])[C:3]([OH:5])=[O:4].[F:1][C:2]([F:7])([F:6])[C:3]([OH:5])=[O:4].[Cl:31][C:22]1[CH:23]=[N:24][C:25]2[NH:26][C:27]3[CH:28]=[C:9]([C:41]4[CH:46]=[CH:45][N:44]=[C:43]([N:47]5[CH2:48][CH2:49][NH:50][CH2:51][CH2:52]5)[CH:42]=4)[CH:10]=[C:11]([CH:29]=3)[CH2:12][CH2:13][O:14][C:15]3[CH:32]=[C:19]([NH:20][C:21]=1[N:30]=2)[CH:18]=[CH:17][CH:16]=3. The yield is 0.140. (5) The reactants are [C:1]([O:5][C:6]([NH:8][C@H:9]([C:14]([OH:16])=[O:15])[CH2:10][CH:11]([CH3:13])[CH3:12])=[O:7])([CH3:4])([CH3:3])[CH3:2].[CH:17]1(O)[CH2:21][CH2:20][CH2:19][CH2:18]1.C(Cl)CCl. The catalyst is CN(C=O)C.CN(C1C=CN=CC=1)C. The product is [C:1]([O:5][C:6]([NH:8][C@H:9]([C:14]([O:16][CH:17]1[CH2:21][CH2:20][CH2:19][CH2:18]1)=[O:15])[CH2:10][CH:11]([CH3:12])[CH3:13])=[O:7])([CH3:3])([CH3:2])[CH3:4]. The yield is 0.610.